This data is from Catalyst prediction with 721,799 reactions and 888 catalyst types from USPTO. The task is: Predict which catalyst facilitates the given reaction. (1) Reactant: C([N:8]1[CH2:12][C@H:11]([C:13]2[CH:18]=[CH:17][C:16]([F:19])=[C:15]([F:20])[CH:14]=2)[C@@H:10]([C@@H:21]([O:23][C:24]2[CH:29]=[CH:28][C:27]([Cl:30])=[CH:26][N:25]=2)[CH3:22])[CH2:9]1)C1C=CC=CC=1.ClC(OC(Cl)C)=O.CCN(C(C)C)C(C)C. Product: [Cl:30][C:27]1[CH:28]=[CH:29][C:24]([O:23][C@H:21]([C@@H:10]2[C@@H:11]([C:13]3[CH:18]=[CH:17][C:16]([F:19])=[C:15]([F:20])[CH:14]=3)[CH2:12][NH:8][CH2:9]2)[CH3:22])=[N:25][CH:26]=1. The catalyst class is: 11. (2) Reactant: [CH3:1][C:2]1[C:6]([CH3:7])=[C:5]([NH:8][C:9](=[O:16])OCC(Cl)(Cl)Cl)[O:4][N:3]=1.[CH3:17][C:18]1[S:22][C:21]([N:23]2[CH2:28][CH2:27][NH:26][CH2:25][CH2:24]2)=[N:20][C:19]=1[C:29]1[CH:34]=[CH:33][CH:32]=[CH:31][CH:30]=1.C(N(C(C)C)CC)(C)C.O. Product: [CH3:1][C:2]1[C:6]([CH3:7])=[C:5]([NH:8][C:9]([N:26]2[CH2:27][CH2:28][N:23]([C:21]3[S:22][C:18]([CH3:17])=[C:19]([C:29]4[CH:34]=[CH:33][CH:32]=[CH:31][CH:30]=4)[N:20]=3)[CH2:24][CH2:25]2)=[O:16])[O:4][N:3]=1. The catalyst class is: 16. (3) Reactant: [H-].[Na+].[O:3]1[C:7]2[CH:8]=[CH:9][CH:10]=[CH:11][C:6]=2[N:5]=[C:4]1[S:12][CH2:13][CH2:14][N:15]1[CH2:20][CH2:19][N:18]([CH2:21][C:22]([NH:24][C:25]2[C:30]([CH:31]([CH3:33])[CH3:32])=[CH:29][CH:28]=[C:27]([OH:34])[C:26]=2[CH:35]([CH3:37])[CH3:36])=[O:23])[CH2:17][CH2:16]1.I[CH3:39]. Product: [O:3]1[C:7]2[CH:8]=[CH:9][CH:10]=[CH:11][C:6]=2[N:5]=[C:4]1[S:12][CH2:13][CH2:14][N:15]1[CH2:20][CH2:19][N:18]([CH2:21][C:22]([NH:24][C:25]2[C:30]([CH:31]([CH3:32])[CH3:33])=[CH:29][CH:28]=[C:27]([O:34][CH3:39])[C:26]=2[CH:35]([CH3:37])[CH3:36])=[O:23])[CH2:17][CH2:16]1. The catalyst class is: 18. (4) Reactant: Br[C:2]1[CH:3]=[C:4]([CH2:11][CH3:12])[C:5]([O:9][CH3:10])=[C:6]([Cl:8])[CH:7]=1.[CH:13]1([CH:18]([OH:21])[CH:19]=[CH2:20])[CH2:17][CH2:16][CH2:15][CH2:14]1.C(=O)(O)[O-].[Na+]. Product: [Cl:8][C:6]1[CH:7]=[C:2]([CH2:20][CH2:19][C:18]([CH:13]2[CH2:17][CH2:16][CH2:15][CH2:14]2)=[O:21])[CH:3]=[C:4]([CH2:11][CH3:12])[C:5]=1[O:9][CH3:10]. The catalyst class is: 60. (5) Reactant: C(OC([NH:11][C:12]1[CH:21]=[CH:20][C:19]2[N:18]3[CH2:22][CH2:23][C@@H:17]3[CH2:16][O:15][C:14]=2[C:13]=1[C:24]([O:26][C:27]([CH3:30])([CH3:29])[CH3:28])=[O:25])=O)C1C=CC=CC=1. Product: [NH2:11][C:12]1[CH:21]=[CH:20][C:19]2[N:18]3[CH2:22][CH2:23][C@@H:17]3[CH2:16][O:15][C:14]=2[C:13]=1[C:24]([O:26][C:27]([CH3:30])([CH3:29])[CH3:28])=[O:25]. The catalyst class is: 29.